Dataset: Full USPTO retrosynthesis dataset with 1.9M reactions from patents (1976-2016). Task: Predict the reactants needed to synthesize the given product. The reactants are: [Cl:1][C:2]1[CH:3]=[CH:4][C:5]([OH:20])=[C:6]([C:8]2[N:9]=[C:10]([CH2:13][CH2:14][CH2:15][CH2:16][C:17]([OH:19])=[O:18])[O:11][CH:12]=2)[CH:7]=1.C1COCC1.[OH-].[Na+:27]. Given the product [Na+:27].[Na+:27].[Cl:1][C:2]1[CH:3]=[CH:4][C:5]([OH:20])=[C:6]([C:8]2[N:9]=[C:10]([CH2:13][CH2:14][CH2:15][CH2:16][C:17]([O-:19])=[O:18])[O:11][CH:12]=2)[CH:7]=1.[Cl:1][C:2]1[CH:3]=[CH:4][C:5]([OH:20])=[C:6]([C:8]2[N:9]=[C:10]([CH2:13][CH2:14][CH2:15][CH2:16][C:17]([O-:19])=[O:18])[O:11][CH:12]=2)[CH:7]=1, predict the reactants needed to synthesize it.